This data is from Reaction yield outcomes from USPTO patents with 853,638 reactions. The task is: Predict the reaction yield, written as a fraction of the theoretical maximum amount of product (1.0 means a 100% yield; for example, 0.34 means a 34% yield). (1) The reactants are [CH3:1][C:2](=O)[CH2:3][CH3:4].Cl.[Br:7][C:8]1[CH:13]=[CH:12][C:11]([NH:14]N)=[CH:10][CH:9]=1. The catalyst is CCO. The product is [Br:7][C:8]1[CH:13]=[C:12]2[C:11](=[CH:10][CH:9]=1)[NH:14][C:3]([CH3:4])=[C:2]2[CH3:1]. The yield is 0.670. (2) The yield is 0.900. The product is [CH2:1]([O:8][C:9](=[O:14])[C@H:10]([CH2:12][OH:13])[NH:11][C:31](=[O:32])[CH2:30][C@H:29]([O:28][C:15](=[O:27])[CH2:16][CH2:17][CH2:18][CH2:19][CH2:20][CH2:21][CH2:22][CH2:23][CH2:24][CH2:25][CH3:26])[CH2:34][CH2:35][CH2:36][CH2:37][CH2:38][CH2:39][CH2:40][CH2:41][CH2:42][CH2:43][CH3:44])[C:2]1[CH:7]=[CH:6][CH:5]=[CH:4][CH:3]=1. The catalyst is C(Cl)Cl. The reactants are [CH2:1]([O:8][C:9](=[O:14])[C@H:10]([CH2:12][OH:13])[NH2:11])[C:2]1[CH:7]=[CH:6][CH:5]=[CH:4][CH:3]=1.[C:15]([O:28][C@H:29]([CH2:34][CH2:35][CH2:36][CH2:37][CH2:38][CH2:39][CH2:40][CH2:41][CH2:42][CH2:43][CH3:44])[CH2:30][C:31](O)=[O:32])(=[O:27])[CH2:16][CH2:17][CH2:18][CH2:19][CH2:20][CH2:21][CH2:22][CH2:23][CH2:24][CH2:25][CH3:26].C(Cl)CCl.CI. (3) The reactants are O[CH2:2][CH2:3][C:4]1[C:13]2[C:8](=[CH:9][C:10]([O:14][CH2:15][C:16]3[CH:21]=[CH:20][CH:19]=[CH:18][CH:17]=3)=[CH:11][CH:12]=2)[O:7][C:6](=[O:22])[CH:5]=1.C(Br)(Br)(Br)[Br:24].C1(P(C2C=CC=CC=2)C2C=CC=CC=2)C=CC=CC=1. The catalyst is ClCCl. The product is [Br:24][CH2:2][CH2:3][C:4]1[C:13]2[C:8](=[CH:9][C:10]([O:14][CH2:15][C:16]3[CH:21]=[CH:20][CH:19]=[CH:18][CH:17]=3)=[CH:11][CH:12]=2)[O:7][C:6](=[O:22])[CH:5]=1. The yield is 0.820. (4) The reactants are [CH3:1][C:2]1[CH:3]=[C:4]([NH2:10])[C:5]([NH2:9])=[CH:6][C:7]=1[CH3:8].[OH:11][C@@H:12]([CH3:16])[C:13](O)=O.ClC1C=C(N=C=O)C=CC=1Cl. No catalyst specified. The product is [CH3:1][C:2]1[C:7]([CH3:8])=[CH:6][C:5]2[NH:9][C:13]([C@@H:12]([OH:11])[CH3:16])=[N:10][C:4]=2[CH:3]=1. The yield is 0.950. (5) The reactants are [CH2:1]([NH:8][CH2:9][C@@H:10]([C:19]1[CH:28]=[CH:27][C:26]([O:29][CH2:30][C:31]2[CH:36]=[CH:35][CH:34]=[CH:33][CH:32]=2)=[C:25]2[C:20]=1[CH:21]=[CH:22][C:23](=[O:37])[NH:24]2)[O:11][Si:12]([C:15]([CH3:18])([CH3:17])[CH3:16])([CH3:14])[CH3:13])[C:2]1[CH:7]=[CH:6][CH:5]=[CH:4][CH:3]=1.C(O)(=O)C.O=[CH:43][CH2:44][CH2:45][CH2:46][CH2:47][CH2:48][CH2:49][CH2:50][CH2:51][N:52]1[CH2:57][CH2:56][CH:55]([O:58][C:59](=[O:73])[NH:60][C:61]2[CH:66]=[CH:65][CH:64]=[CH:63][C:62]=2[C:67]2[CH:72]=[CH:71][CH:70]=[CH:69][CH:68]=2)[CH2:54][CH2:53]1.C(O[BH-](OC(=O)C)OC(=O)C)(=O)C.[Na+].C(=O)(O)[O-].[Na+]. The catalyst is ClCCl. The product is [CH2:1]([N:8]([CH2:9][C@@H:10]([C:19]1[CH:28]=[CH:27][C:26]([O:29][CH2:30][C:31]2[CH:32]=[CH:33][CH:34]=[CH:35][CH:36]=2)=[C:25]2[C:20]=1[CH:21]=[CH:22][C:23](=[O:37])[NH:24]2)[O:11][Si:12]([C:15]([CH3:18])([CH3:17])[CH3:16])([CH3:14])[CH3:13])[CH2:43][CH2:44][CH2:45][CH2:46][CH2:47][CH2:48][CH2:49][CH2:50][CH2:51][N:52]1[CH2:53][CH2:54][CH:55]([O:58][C:59](=[O:73])[NH:60][C:61]2[CH:66]=[CH:65][CH:64]=[CH:63][C:62]=2[C:67]2[CH:68]=[CH:69][CH:70]=[CH:71][CH:72]=2)[CH2:56][CH2:57]1)[C:2]1[CH:7]=[CH:6][CH:5]=[CH:4][CH:3]=1. The yield is 0.800. (6) The reactants are [Cl:1][C:2]1[CH:7]=[CH:6][C:5]([O:8][C:9]2[CH:14]=[CH:13][C:12]([CH:15](Cl)[CH3:16])=[CH:11][CH:10]=2)=[CH:4][C:3]=1[C:18]([F:21])([F:20])[F:19].C([O-])([O-])=O.[K+].[K+].[CH3:28][N:29]1[CH:33]=[C:32]([CH2:34][C:35]2[C:36](=[O:42])[NH:37][C:38](=[S:41])[NH:39][CH:40]=2)[CH:31]=[N:30]1. The catalyst is CN(C=O)C. The product is [Cl:1][C:2]1[CH:7]=[CH:6][C:5]([O:8][C:9]2[CH:14]=[CH:13][C:12]([CH:15]([S:41][C:38]3[NH:39][CH:40]=[C:35]([CH2:34][C:32]4[CH:31]=[N:30][N:29]([CH3:28])[CH:33]=4)[C:36](=[O:42])[N:37]=3)[CH3:16])=[CH:11][CH:10]=2)=[CH:4][C:3]=1[C:18]([F:21])([F:20])[F:19]. The yield is 0.0558.